Dataset: Peptide-MHC class I binding affinity with 185,985 pairs from IEDB/IMGT. Task: Regression. Given a peptide amino acid sequence and an MHC pseudo amino acid sequence, predict their binding affinity value. This is MHC class I binding data. (1) The peptide sequence is YREAGIPVL. The MHC is HLA-B27:05 with pseudo-sequence HLA-B27:05. The binding affinity (normalized) is 0.401. (2) The peptide sequence is IVAPYLFWL. The MHC is HLA-B51:01 with pseudo-sequence HLA-B51:01. The binding affinity (normalized) is 0.213. (3) The peptide sequence is GIADFIIFK. The MHC is HLA-B27:03 with pseudo-sequence HLA-B27:03. The binding affinity (normalized) is 0.0847. (4) The peptide sequence is ILNTIQFMH. The MHC is HLA-B15:01 with pseudo-sequence HLA-B15:01. The binding affinity (normalized) is 0. (5) The peptide sequence is VTARWLWGF. The MHC is HLA-B58:01 with pseudo-sequence HLA-B58:01. The binding affinity (normalized) is 0.664.